This data is from Forward reaction prediction with 1.9M reactions from USPTO patents (1976-2016). The task is: Predict the product of the given reaction. (1) The product is: [Br:1][C:2]1[CH:14]=[C:13]([C:15]([NH2:16])=[O:17])[C:12]2[N:11]([CH2:18][CH:19]3[CH2:20][CH2:21]3)[C:10]3[C:5]([C:4]=2[CH:3]=1)=[CH:6][CH:7]=[C:8]([C:22]([N:28]1[CH2:27][C@H:26]([CH3:25])[O:31][C@H:30]([CH3:32])[CH2:29]1)=[O:23])[CH:9]=3. Given the reactants [Br:1][C:2]1[CH:3]=[C:4]2[C:12](=[C:13]([C:15](=[O:17])[NH2:16])[CH:14]=1)[N:11]([CH2:18][CH:19]1[CH2:21][CH2:20]1)[C:10]1[CH:9]=[C:8]([C:22](O)=[O:23])[CH:7]=[CH:6][C:5]2=1.[CH3:25][C@H:26]1[O:31][C@@H:30]([CH3:32])[CH2:29][NH:28][CH2:27]1.C(N(CC)CC)C, predict the reaction product. (2) The product is: [F:28][C:27]1[CH:26]=[C:25]([NH:29][C:30]2[N:35]=[C:34]([C:36]3[CH:41]=[CH:40][C:39]([F:42])=[CH:38][C:37]=3[O:43][CH3:44])[N:33]=[CH:32][N:31]=2)[CH:24]=[C:16]([CH2:17][S:18]([CH3:20])(=[NH:21])=[O:19])[C:15]=1[F:14]. Given the reactants FC(F)(F)C(OC(=O)C(F)(F)F)=O.[F:14][C:15]1[C:27]([F:28])=[CH:26][C:25]([NH:29][C:30]2[N:35]=[C:34]([C:36]3[CH:41]=[CH:40][C:39]([F:42])=[CH:38][C:37]=3[O:43][CH3:44])[N:33]=[CH:32][N:31]=2)=[CH:24][C:16]=1[CH2:17][S:18](=[N:21]C#N)([CH3:20])=[O:19].C(=O)([O-])[O-].[K+].[K+], predict the reaction product. (3) Given the reactants [N+:1]([C:4]1[CH:9]=[CH:8][C:7]([OH:10])=[CH:6][CH:5]=1)([O-:3])=[O:2].C(N([CH2:16][CH3:17])CC)C.[C:18]([O:21][CH2:22][CH3:23])(=[O:20])C.O, predict the reaction product. The product is: [C:18](=[O:20])([O:10][C:7]1[CH:8]=[CH:9][C:4]([N+:1]([O-:3])=[O:2])=[CH:5][CH:6]=1)[O:21][CH2:22][CH2:23][CH2:16][CH3:17]. (4) The product is: [CH2:22]([C:29]1[N:30]=[C:31]([C:33]2[CH:34]=[CH:35][CH:36]=[CH:37][CH:38]=2)[O:32][C:28]=1[CH3:27])[CH2:23][CH:24]=[CH2:25]. Given the reactants [I-].C[P+](C1C=CC=CC=1)(C1C=CC=CC=1)C1C=CC=CC=1.[CH2:22]([Li])[CH2:23][CH2:24][CH3:25].[CH3:27][C:28]1[O:32][C:31]([C:33]2[CH:38]=[CH:37][CH:36]=[CH:35][CH:34]=2)=[N:30][C:29]=1CCC=O, predict the reaction product. (5) Given the reactants [NH:1]1[CH2:4][CH:3]([OH:5])[CH2:2]1.C([O-])(O)=O.[Na+].[CH3:11][C:12]([O:15][C:16](O[C:16]([O:15][C:12]([CH3:14])([CH3:13])[CH3:11])=[O:17])=[O:17])([CH3:14])[CH3:13], predict the reaction product. The product is: [OH:5][CH:3]1[CH2:4][N:1]([C:16]([O:15][C:12]([CH3:14])([CH3:13])[CH3:11])=[O:17])[CH2:2]1. (6) The product is: [C:22]([O:21][C:19](=[O:26])[NH:20][C:2]1[CH:3]=[N:4][CH:5]=[C:6]([F:18])[C:7]=1[C:8]1[CH2:9][CH2:10][N:11]([CH:14]2[CH2:17][O:16][CH2:15]2)[CH2:12][CH:13]=1)([CH3:25])([CH3:24])[CH3:23]. Given the reactants Cl[C:2]1[CH:3]=[N:4][CH:5]=[C:6]([F:18])[C:7]=1[C:8]1[CH2:9][CH2:10][N:11]([CH:14]2[CH2:17][O:16][CH2:15]2)[CH2:12][CH:13]=1.[C:19](=[O:26])([O:21][C:22]([CH3:25])([CH3:24])[CH3:23])[NH2:20].CC(C)([O-])C.[Na+].CC(C1C=C(C(C)C)C(C2C(P(C3CCCCC3)C3CCCCC3)=C(OC)C=CC=2OC)=C(C(C)C)C=1)C, predict the reaction product. (7) Given the reactants [NH2:1][C:2]1[CH:7]=[CH:6][CH:5]=[CH:4][C:3]=1[NH:8][C:9](=[O:31])[C:10]1[CH:15]=[CH:14][C:13]([CH:16]=[CH:17][C:18]2[N:23]=[C:22]([NH2:24])[N:21]=[C:20]([N:25]3[CH2:30][CH2:29][CH2:28][CH2:27][CH2:26]3)[N:19]=2)=[CH:12][CH:11]=1, predict the reaction product. The product is: [NH2:1][C:2]1[CH:7]=[CH:6][CH:5]=[CH:4][C:3]=1[NH:8][C:9](=[O:31])[C:10]1[CH:15]=[CH:14][C:13]([CH2:16][CH2:17][C:18]2[N:23]=[C:22]([NH2:24])[N:21]=[C:20]([N:25]3[CH2:26][CH2:27][CH2:28][CH2:29][CH2:30]3)[N:19]=2)=[CH:12][CH:11]=1. (8) Given the reactants FC(F)(F)S(O[C:7]1[CH:12]=[C:11]([Cl:13])[C:10]([CH2:14][CH:15]2[CH2:19][CH2:18][N:17]([CH:20]3[CH2:25][CH2:24][CH2:23][CH2:22][CH2:21]3)[C:16]2=[O:26])=[C:9]([Cl:27])[CH:8]=1)(=O)=O.[C:30]([C:32]1[CH:33]=[C:34](B(O)O)[CH:35]=[CH:36][C:37]=1[F:38])#[N:31].C(=O)([O-])[O-].[Na+].[Na+].O, predict the reaction product. The product is: [Cl:13][C:11]1[CH:12]=[C:7]([C:34]2[CH:35]=[CH:36][C:37]([F:38])=[C:32]([C:30]#[N:31])[CH:33]=2)[CH:8]=[C:9]([Cl:27])[C:10]=1[CH2:14][CH:15]1[CH2:19][CH2:18][N:17]([CH:20]2[CH2:21][CH2:22][CH2:23][CH2:24][CH2:25]2)[C:16]1=[O:26]. (9) The product is: [CH3:1][CH:2]1[C:4](=[O:5])[C:13]2=[CH:14][C:15]3[CH2:16][CH2:17][CH2:18][CH2:19][C:20]=3[CH:11]=[C:12]2[CH2:3]1. Given the reactants [CH3:1][C:2]([C:4](Cl)=[O:5])=[CH2:3].[Al+3].[Cl-].[Cl-].[Cl-].[CH2:11]1[C:20]2[C:15](=[CH:16][CH:17]=[CH:18][CH:19]=2)[CH2:14][CH2:13][CH2:12]1, predict the reaction product.